This data is from Reaction yield outcomes from USPTO patents with 853,638 reactions. The task is: Predict the reaction yield, written as a fraction of the theoretical maximum amount of product (1.0 means a 100% yield; for example, 0.34 means a 34% yield). The reactants are [NH2:1][C:2]1[CH:3]=[C:4]2[C:9](=[CH:10][CH:11]=1)[CH:8]=[C:7]([C:12]([O:14][CH3:15])=[O:13])[CH:6]=[CH:5]2.[CH3:16][CH:17]1[CH2:22][CH2:21][C:20](=O)[CH2:19][CH2:18]1.CC(O)=O. The catalyst is ClCCCl. The product is [CH3:16][C@@H:17]1[CH2:22][CH2:21][C@H:20]([NH:1][C:2]2[CH:3]=[C:4]3[C:9](=[CH:10][CH:11]=2)[CH:8]=[C:7]([C:12]([O:14][CH3:15])=[O:13])[CH:6]=[CH:5]3)[CH2:19][CH2:18]1. The yield is 0.400.